From a dataset of Reaction yield outcomes from USPTO patents with 853,638 reactions. Predict the reaction yield, written as a fraction of the theoretical maximum amount of product (1.0 means a 100% yield; for example, 0.34 means a 34% yield). (1) The reactants are [C:1]1([CH2:7][CH2:8][CH2:9][CH2:10][OH:11])[CH:6]=[CH:5][CH:4]=[CH:3][CH:2]=1.[C:12](Cl)(=[O:16])[CH2:13][CH2:14][CH3:15]. The catalyst is ClCCl. The product is [C:1]1([CH2:7][CH2:8][CH2:9][CH2:10][O:11][C:12](=[O:16])[CH2:13][CH2:14][CH3:15])[CH:6]=[CH:5][CH:4]=[CH:3][CH:2]=1. The yield is 0.940. (2) The reactants are C(O[CH:6](N(C)C)[N:7]([CH3:9])[CH3:8])(C)(C)C.[C:13]([O:17][C:18]([NH:20][C@@:21]1([C:35]([O:37][C:38]([CH3:41])([CH3:40])[CH3:39])=[O:36])[CH2:26][C:25](=[O:27])[C@@H:24]2[C@H:22]1[C@H:23]2[C:28]([O:30][C:31]([CH3:34])([CH3:33])[CH3:32])=[O:29])=[O:19])([CH3:16])([CH3:15])[CH3:14]. The product is [C:13]([O:17][C:18]([NH:20][C@@:21]1([C:35]([O:37][C:38]([CH3:41])([CH3:40])[CH3:39])=[O:36])[C:26](=[CH:6][N:7]([CH3:9])[CH3:8])[C:25](=[O:27])[C@@H:24]2[C@H:22]1[C@H:23]2[C:28]([O:30][C:31]([CH3:32])([CH3:34])[CH3:33])=[O:29])=[O:19])([CH3:16])([CH3:14])[CH3:15]. The catalyst is C1(C)C=CC=CC=1.C(OC)(C)(C)C.CCCCCC. The yield is 0.910. (3) The reactants are N1C=CC=CC=1.[C:7]([O:10][C:11](=[O:13])[CH3:12])(=O)[CH3:8].O[C:15]1[C:16](C)=[C:17]([CH:21]=[C:22](C)[CH:23]=1)[C:18]([OH:20])=[O:19].CCCCCCC. The catalyst is C1(C)C=CC=CC=1. The product is [C:11]([O:10][C:7]1[C:21]([CH3:22])=[C:17]([CH:16]=[C:15]([CH3:23])[CH:8]=1)[C:18]([OH:20])=[O:19])(=[O:13])[CH3:12]. The yield is 0.801. (4) The reactants are Br[C:2]1[S:3][C:4]([C:7]([O:9][CH2:10][CH3:11])=[O:8])=[CH:5][N:6]=1.[Cl-].[F:13][C:14]([F:29])([F:28])[C:15]1[CH:16]=[C:17]([N:21]2[CH2:26][C@@H:25]3[CH2:27][C@H:22]2[CH2:23][NH2+:24]3)[CH:18]=[CH:19][CH:20]=1.C(N(CC)CC)C.C1COCC1. The catalyst is O1CCOCC1. The product is [F:29][C:14]([F:13])([F:28])[C:15]1[CH:16]=[C:17]([N:21]2[CH2:26][C@@H:25]3[CH2:27][C@H:22]2[CH2:23][N:24]3[C:2]2[S:3][C:4]([C:7]([O:9][CH2:10][CH3:11])=[O:8])=[CH:5][N:6]=2)[CH:18]=[CH:19][CH:20]=1. The yield is 0.950. (5) The reactants are [C:1]([C:5]1[CH:10]=[CH:9][C:8]([NH2:11])=[CH:7][C:6]=1[N+:12]([O-:14])=[O:13])([CH3:4])([CH3:3])[CH3:2].[CH3:15][C:16]([O:19][C:20](O[C:20]([O:19][C:16]([CH3:18])([CH3:17])[CH3:15])=[O:21])=[O:21])([CH3:18])[CH3:17]. The catalyst is [OH-].[Na+].C1COCC1. The product is [C:16]([O:19][C:20](=[O:21])[NH:11][C:8]1[CH:9]=[CH:10][C:5]([C:1]([CH3:4])([CH3:2])[CH3:3])=[C:6]([N+:12]([O-:14])=[O:13])[CH:7]=1)([CH3:18])([CH3:17])[CH3:15]. The yield is 0.740. (6) The reactants are [C:1](#[N:8])[C:2]1[CH:7]=[CH:6][CH:5]=[CH:4][CH:3]=1.[F:9][C:10]1[CH:16]=[CH:15][C:13]([NH2:14])=[CH:12][CH:11]=1. No catalyst specified. The product is [F:9][C:10]1[CH:16]=[CH:15][C:13]([NH:14][C:1]([C:2]2[CH:7]=[CH:6][CH:5]=[CH:4][CH:3]=2)=[NH:8])=[CH:12][CH:11]=1. The yield is 0.851. (7) The reactants are [CH3:1][O:2][C:3](=[O:38])[NH:4][C@H:5]([C:9]([N:11]1[C@H:15]([C:16]2[NH:17][CH:18]=[C:19]([C:21]3[CH:26]=[CH:25][C:24](B4OC(C)(C)C(C)(C)O4)=[CH:23][CH:22]=3)[N:20]=2)[CH2:14][Si:13]([CH3:37])([CH3:36])[CH2:12]1)=[O:10])[CH:6]([CH3:8])[CH3:7].[C:39]([O:43][C:44]([N:46]1[CH2:51][CH2:50][N:49]([C:52]2[CH:57]=[CH:56][C:55]([C:58](=[O:73])[NH:59][C:60]3[CH:65]=[C:64]([O:66][C:67]([F:70])([F:69])[F:68])[C:63](Br)=[CH:62][C:61]=3[Cl:72])=[CH:54][N:53]=2)[C@H:48]([CH3:74])[CH2:47]1)=[O:45])([CH3:42])([CH3:41])[CH3:40].O.C(=O)([O-])[O-].[K+].[K+]. The catalyst is C1(C)C=CC=CC=1. The product is [C:39]([O:43][C:44]([N:46]1[CH2:51][CH2:50][N:49]([C:52]2[CH:57]=[CH:56][C:55]([C:58](=[O:73])[NH:59][C:60]3[C:61]([Cl:72])=[CH:62][C:63]([C:24]4[CH:23]=[CH:22][C:21]([C:19]5[N:20]=[C:16]([C@H:15]6[N:11]([C:9](=[O:10])[C@@H:5]([NH:4][C:3]([O:2][CH3:1])=[O:38])[CH:6]([CH3:7])[CH3:8])[CH2:12][Si:13]([CH3:37])([CH3:36])[CH2:14]6)[NH:17][CH:18]=5)=[CH:26][CH:25]=4)=[C:64]([O:66][C:67]([F:70])([F:69])[F:68])[CH:65]=3)=[CH:54][N:53]=2)[C@H:48]([CH3:74])[CH2:47]1)=[O:45])([CH3:42])([CH3:40])[CH3:41]. The yield is 0.260.